Dataset: Catalyst prediction with 721,799 reactions and 888 catalyst types from USPTO. Task: Predict which catalyst facilitates the given reaction. (1) Reactant: [NH2:1][C:2]1[CH:12]=[CH:11][C:10]([C:13]2[CH:14]=[C:15]3[C:21]([C:22]4[CH:27]=[CH:26][CH:25]=[CH:24][C:23]=4[O:28][CH3:29])=[CH:20][N:19]([S:30]([C:33]4[CH:38]=[CH:37][C:36]([CH3:39])=[CH:35][CH:34]=4)(=[O:32])=[O:31])[C:16]3=[N:17][CH:18]=2)=[CH:9][C:3]=1[C:4]([N:6]([CH3:8])[CH3:7])=[O:5].[C:40]([O-])(O)=[O:41].[Na+].C(Cl)(Cl)=O. Product: [N:1]([C:2]1[CH:12]=[CH:11][C:10]([C:13]2[CH:14]=[C:15]3[C:21]([C:22]4[CH:27]=[CH:26][CH:25]=[CH:24][C:23]=4[O:28][CH3:29])=[CH:20][N:19]([S:30]([C:33]4[CH:38]=[CH:37][C:36]([CH3:39])=[CH:35][CH:34]=4)(=[O:31])=[O:32])[C:16]3=[N:17][CH:18]=2)=[CH:9][C:3]=1[C:4]([N:6]([CH3:7])[CH3:8])=[O:5])=[C:40]=[O:41]. The catalyst class is: 2. (2) Reactant: [CH2:1]([NH:5][CH2:6][P:7]([OH:10])([OH:9])=[O:8])[C:2]([OH:4])=[O:3].[OH-].[Na+:12]. Product: [CH2:1]([NH:5][CH2:6][P:7]([O-:10])([OH:9])=[O:8])[C:2]([OH:4])=[O:3].[Na+:12]. The catalyst class is: 6. (3) Reactant: [Cl:1][C:2]1[CH:3]=[C:4]([C:9](=[O:15])[C:10]([O:12][CH2:13][CH3:14])=[O:11])[CH:5]=[CH:6][C:7]=1[Cl:8].[CH2:16]([Sn](CCCC)(CCCC)CCCC)[CH:17]=[CH2:18]. Product: [Cl:1][C:2]1[CH:3]=[C:4]([C:9]([OH:15])([CH2:18][CH:17]=[CH2:16])[C:10]([O:12][CH2:13][CH3:14])=[O:11])[CH:5]=[CH:6][C:7]=1[Cl:8]. The catalyst class is: 388. (4) Reactant: [N+:1]([C:4]1[CH:5]=[C:6]([CH:16]=[C:17]([C:19]([F:22])([F:21])[F:20])[CH:18]=1)[O:7][CH2:8][CH2:9][N:10]1[CH2:15][CH2:14][O:13][CH2:12][CH2:11]1)([O-])=O. Product: [O:13]1[CH2:12][CH2:11][N:10]([CH2:9][CH2:8][O:7][C:6]2[CH:5]=[C:4]([CH:18]=[C:17]([C:19]([F:21])([F:22])[F:20])[CH:16]=2)[NH2:1])[CH2:15][CH2:14]1. The catalyst class is: 19. (5) Reactant: [S:1]1[C:5]([S:6](Cl)(=[O:8])=[O:7])=[CH:4][C:3]2[CH:10]=[CH:11][CH:12]=[CH:13][C:2]1=2.N1C=CC=CC=1.[Cl:20][C:21]1[CH:22]=[C:23]([CH:29]=[CH:30][C:31]=1[Cl:32])[CH2:24][NH:25][CH:26]([CH3:28])[CH3:27]. Product: [Cl:20][C:21]1[CH:22]=[C:23]([CH:29]=[CH:30][C:31]=1[Cl:32])[CH2:24][N:25]([CH:26]([CH3:28])[CH3:27])[S:6]([C:5]1[S:1][C:2]2[CH:13]=[CH:12][CH:11]=[CH:10][C:3]=2[CH:4]=1)(=[O:8])=[O:7]. The catalyst class is: 4. (6) Reactant: [Cl:1][C:2]1[CH:14]=[C:13]([CH2:15][OH:16])[C:12]([O:17][CH3:18])=[CH:11][C:3]=1[O:4][CH2:5][C:6]([O:8]CC)=[O:7].O.[OH-].[Li+]. Product: [Cl:1][C:2]1[CH:14]=[C:13]([CH2:15][OH:16])[C:12]([O:17][CH3:18])=[CH:11][C:3]=1[O:4][CH2:5][C:6]([OH:8])=[O:7]. The catalyst class is: 1. (7) Reactant: [NH2:1][C:2]1[CH:7]=[CH:6][C:5]([CH2:8][N:9]2[CH2:14][CH2:13][N:12]([C:15]([O:17][C:18]([CH3:21])([CH3:20])[CH3:19])=[O:16])[C@@H:11]([CH3:22])[CH2:10]2)=[CH:4][CH:3]=1.CO[C:25]([CH3:27])=[CH2:26].C(O)(=O)C.C(O[BH-](OC(=O)C)OC(=O)C)(=O)C.[Na+].C([O-])(O)=O.[Na+]. Product: [CH3:22][C@H:11]1[CH2:10][N:9]([CH2:8][C:5]2[CH:6]=[CH:7][C:2]([NH:1][CH:25]([CH3:27])[CH3:26])=[CH:3][CH:4]=2)[CH2:14][CH2:13][N:12]1[C:15]([O:17][C:18]([CH3:21])([CH3:20])[CH3:19])=[O:16]. The catalyst class is: 26. (8) Reactant: [OH:1][C:2]1[CH:14]=[CH:13][C:5]([CH:6]=[C:7]2[CH2:11][CH2:10][CH2:9][C:8]2=[O:12])=[CH:4][C:3]=1[O:15][CH3:16].[Cl-:17].[CH3:18][N+:19](=[CH2:21])[CH3:20]. Product: [ClH:17].[OH:1][C:2]1[CH:14]=[CH:13][C:5]([CH:6]=[C:7]2[CH2:11][CH2:10][CH:9]([CH2:18][N:19]([CH3:21])[CH3:20])[C:8]2=[O:12])=[CH:4][C:3]=1[O:15][CH3:16]. The catalyst class is: 10. (9) Reactant: [Cl:1][C:2]1[CH:23]=[C:22]([Cl:24])[C:21]([O:25][CH3:26])=[CH:20][C:3]=1[NH:4][C:5]1[C:14]2[C:9](=[CH:10][C:11](I)=[C:12]([O:15][CH3:16])[CH:13]=2)[N:8]=[CH:7][C:6]=1[C:18]#[N:19].C([Sn](CCCC)(CCCC)[C:32]1[CH:36]=[C:35]([CH:37]([O:41][CH2:42][CH3:43])[O:38][CH2:39][CH3:40])[O:34][CH:33]=1)CCC.BrC1C=C(C(OCC)OCC)OC=1.C([Sn](Cl)(CCCC)CCCC)CCC.[Li]CCCC. Product: [Cl:1][C:2]1[CH:23]=[C:22]([Cl:24])[C:21]([O:25][CH3:26])=[CH:20][C:3]=1[NH:4][C:5]1[C:14]2[C:9](=[CH:10][C:11]([C:32]3[CH:36]=[C:35]([CH:37]([O:41][CH2:42][CH3:43])[O:38][CH2:39][CH3:40])[O:34][CH:33]=3)=[C:12]([O:15][CH3:16])[CH:13]=2)[N:8]=[CH:7][C:6]=1[C:18]#[N:19]. The catalyst class is: 12. (10) Reactant: [CH2:1]([N:3]1[CH:11]=[C:10]2[C:5]([CH:6]=[C:7]([C:14]([O:16][CH2:17][CH3:18])=[O:15])[CH:8]=[C:9]2[O:12]C)=[N:4]1)[CH3:2]. Product: [CH2:1]([N:3]1[CH:11]=[C:10]2[C:5]([CH:6]=[C:7]([C:14]([O:16][CH2:17][CH3:18])=[O:15])[CH:8]=[C:9]2[OH:12])=[N:4]1)[CH3:2]. The catalyst class is: 8.